Dataset: Catalyst prediction with 721,799 reactions and 888 catalyst types from USPTO. Task: Predict which catalyst facilitates the given reaction. (1) Reactant: [CH3:1][S:2][C:3]1[CH:4]=[C:5](B(O)O)[CH:6]=[CH:7][CH:8]=1.[Br:12][C:13]1[CH:14]=[N:15][CH:16]=[C:17](Br)[CH:18]=1. Product: [Br:12][C:13]1[CH:14]=[N:15][CH:16]=[C:17]([C:5]2[CH:6]=[CH:7][CH:8]=[C:3]([S:2][CH3:1])[CH:4]=2)[CH:18]=1. The catalyst class is: 25. (2) Reactant: [C:1]([O:5][C:6]([N:8]1[CH2:12][CH2:11][CH2:10][CH:9]1[C:13]1[NH:17][C:16]2[CH:18]=[C:19](Br)[CH:20]=[CH:21][C:15]=2[N:14]=1)=[O:7])([CH3:4])([CH3:3])[CH3:2].[B:23]1([B:23]2[O:27][C:26]([CH3:29])([CH3:28])[C:25]([CH3:31])([CH3:30])[O:24]2)[O:27][C:26]([CH3:29])([CH3:28])[C:25]([CH3:31])([CH3:30])[O:24]1.C([O-])(=O)C.[K+].C(OC(N1CCCC1)=O)(C)(C)C. Product: [C:1]([O:5][C:6]([N:8]1[CH2:12][CH2:11][CH2:10][CH:9]1[C:13]1[NH:17][C:16]2[CH:18]=[C:19]([B:23]3[O:27][C:26]([CH3:29])([CH3:28])[C:25]([CH3:31])([CH3:30])[O:24]3)[CH:20]=[CH:21][C:15]=2[N:14]=1)=[O:7])([CH3:4])([CH3:3])[CH3:2]. The catalyst class is: 439. (3) Reactant: [N:1]1([CH:10]([C:30]2[CH:35]=[CH:34][CH:33]=[CH:32][CH:31]=2)[CH:11](OS(C)(=O)=O)[CH2:12]OC(=O)C2C=CC([N+]([O-])=O)=CC=2)[C:9]2[C:4](=[CH:5][CH:6]=[CH:7][CH:8]=2)[CH:3]=[CH:2]1.[OH-:36].[Na+]. Product: [O:36]1[CH2:12][CH:11]1[CH:10]([C:30]1[CH:35]=[CH:34][CH:33]=[CH:32][CH:31]=1)[N:1]1[C:9]2[C:4](=[CH:5][CH:6]=[CH:7][CH:8]=2)[CH:3]=[CH:2]1. The catalyst class is: 38.